The task is: Predict the reactants needed to synthesize the given product.. This data is from Full USPTO retrosynthesis dataset with 1.9M reactions from patents (1976-2016). (1) The reactants are: [Cl:1][C:2]1[CH:8]=[CH:7][C:5]([NH2:6])=[C:4]([F:9])[CH:3]=1.[S:10]1[CH2:13][C:12](=O)[CH2:11]1.C(O[BH-](OC(=O)C)OC(=O)C)(=O)C.[Na+].C(O)(=O)C. Given the product [Cl:1][C:2]1[CH:8]=[CH:7][C:5]([NH:6][CH:12]2[CH2:13][S:10][CH2:11]2)=[C:4]([F:9])[CH:3]=1, predict the reactants needed to synthesize it. (2) Given the product [C:28]([OH:35])(=[O:34])/[CH:29]=[CH:30]/[C:31]([OH:33])=[O:32].[CH3:1][O:2][C:3]1[C:10]([O:11][C:12]2[CH:17]=[C:16]([CH3:18])[CH:15]=[CH:14][C:13]=2[N+:19]([O-:21])=[O:20])=[CH:9][CH:8]=[CH:7][C:4]=1[CH2:5][CH2:24][NH2:25], predict the reactants needed to synthesize it. The reactants are: [CH3:1][O:2][C:3]1[C:10]([O:11][C:12]2[CH:17]=[C:16]([CH3:18])[CH:15]=[CH:14][C:13]=2[N+:19]([O-:21])=[O:20])=[CH:9][CH:8]=[CH:7][C:4]=1[CH:5]=O.CN.[C:24]([BH3-])#[N:25].[Na+].[C:28]([OH:35])(=[O:34])/[CH:29]=[CH:30]/[C:31]([OH:33])=[O:32]. (3) Given the product [CH3:31][N:33]([CH2:29][C:6]1[C:7]2[O:11][N:10]=[C:9]([CH2:12][CH2:13][CH:14]3[CH2:15][CH2:16][N:17]([C:20]([O:22][C:23]([CH3:25])([CH3:26])[CH3:24])=[O:21])[CH2:18][CH2:19]3)[C:8]=2[CH:27]=[CH:28][C:5]=1[CH2:4][O:3][CH2:1][CH3:2])[CH3:34], predict the reactants needed to synthesize it. The reactants are: [CH2:1]([O:3][CH2:4][C:5]1[CH:28]=[CH:27][C:8]2[C:9]([CH2:12][CH2:13][CH:14]3[CH2:19][CH2:18][N:17]([C:20]([O:22][C:23]([CH3:26])([CH3:25])[CH3:24])=[O:21])[CH2:16][CH2:15]3)=[N:10][O:11][C:7]=2[C:6]=1[CH2:29]O)[CH3:2].[CH2:31]([N:33](CC)[CH2:34]C)C.CS(Cl)(=O)=O.CNC. (4) Given the product [Cl:1][C:2]1[CH:26]=[CH:25][C:5]([CH2:6][C:7]2[C:11]([C:12]#[N:13])=[C:10]([C:14]3[CH2:15][CH2:16][O:17][CH2:18][CH:19]=3)[S:9][C:8]=2[C:20]([OH:22])=[O:21])=[CH:4][CH:3]=1, predict the reactants needed to synthesize it. The reactants are: [Cl:1][C:2]1[CH:26]=[CH:25][C:5]([CH2:6][C:7]2[C:11]([C:12]#[N:13])=[C:10]([C:14]3[CH2:15][CH2:16][O:17][CH2:18][CH:19]=3)[S:9][C:8]=2[C:20]([O:22]CC)=[O:21])=[CH:4][CH:3]=1.O1CCCC1.[OH-].[Na+].CO.